This data is from Experimentally validated miRNA-target interactions with 360,000+ pairs, plus equal number of negative samples. The task is: Binary Classification. Given a miRNA mature sequence and a target amino acid sequence, predict their likelihood of interaction. (1) The miRNA is mmu-miR-3079-5p with sequence UUUGAUCUGAUGAGCUAAGCUGG. The protein sequence of the target gene is MGQRAVGSLLLGLLLHARLLAVTHGLRAYDGLSLPEDTETVTASRYGWTYSYLSDDEDLLADDASGDGLGSGDVGSGDFQMVYFRALVNFTRSIEYSPQLEDASAKEFREVSEAVVEKLEPEYRKIPGDQIVSVVFIKELDGWVFVELDVGSEGNADGSQIQEVLHTVVSSGSIGPYVTSPWGFKFRRLGTVPQFPRVCTETEFACHSYNECVALEYRCDRRPDCRDMSDELNCEEPVPELSSSTPAVGKVSPLPLWPEAATTPPPPVTHGPQFLLPSVPGPSACGPQEASCHSGHCIPR.... Result: 0 (no interaction). (2) The miRNA is cel-miR-52-5p with sequence CACCCGUACAUAUGUUUCCGUGCU. The protein sequence of the target gene is MGSLGSKNPQTKQAQVLLLGLDSAGKSTLLYKLKLAKDITTIPTIGFNVEMIELERNLSLTVWDVGGQEKMRTVWGCYCENTDGLVYVVDSTDKQRLEESQRQFEHILKNEHIKNVPVVLLANKQDMPGALTAEDITRMFKVKKLCSDRNWYVQPCCALTGEGLAQGFRKLTGFVKSHMKSRGDTLAFFKQN. Result: 0 (no interaction). (3) The miRNA is hsa-miR-339-3p with sequence UGAGCGCCUCGACGACAGAGCCG. The protein sequence of the target gene is MAKVNITRDLIRRQIKERGALSFERRYHVTDPFIRRLGLEAELQGHSGCVNCLEWNEKGDLLASGSDDQHTIVWDPLHHKKLLSMHTGHTANIFSVKFLPHAGDRILITGAADSKVHVHDLTVKETIHMFGDHTNRVKRIATAPMWPNTFWSAAEDGLIRQYDLRENSKHSEVLIDLTEYCGQLVEAKCLTVNPQDNNCLAVGASGPFVRLYDIRMIHNHRKSMKQSPSAGVHTFCDRQKPLPDGAAQYYVAGHLPVKLPDYNNRLRVLVATYVTFSPNGTELLVNMGGEQVYLFDLTYK.... Result: 1 (interaction). (4) The miRNA is hsa-miR-27a-3p with sequence UUCACAGUGGCUAAGUUCCGC. The protein sequence of the target gene is MGFLPKLLLLASFFPAGQASWGVSSPQDVQGVKGSCLLIPCIFSFPADVEVPDGITAIWYYDYSGQRQVVSHSADPKLVEARFRGRTEFMGNPEHRVCNLLLKDLQPEDSGSYNFRFEISEVNRWSDVKGTLVTVTEEPRVPTIASPVELLEGTEVDFNCSTPYVCLQEQVRLQWQGQDPARSVTFNSQKFEPTGVGHLETLHMAMSWQDHGRILRCQLSVANHRAQSEIHLQVKYAPKGVKILLSPSGRNILPGELVTLTCQVNSSYPAVSSIKWLKDGVRLQTKTGVLHLPQAAWSDA.... Result: 1 (interaction).